This data is from Reaction yield outcomes from USPTO patents with 853,638 reactions. The task is: Predict the reaction yield, written as a fraction of the theoretical maximum amount of product (1.0 means a 100% yield; for example, 0.34 means a 34% yield). (1) The reactants are [O:1]1[CH2:6][CH2:5]O[CH2:3][CH2:2]1.Br[C:8]1[CH:9]=[C:10]([CH:13]=[CH:14][C:15]=1[N:16]1[CH2:21][CH2:20][O:19][CH2:18][CH2:17]1)[CH:11]=[O:12].C([Sn](CCCC)(CCCC)C1OC=CC=1)CCC.[F-].[K+]. The catalyst is Cl[Pd](Cl)([P](C1C=CC=CC=1)(C1C=CC=CC=1)C1C=CC=CC=1)[P](C1C=CC=CC=1)(C1C=CC=CC=1)C1C=CC=CC=1.C(OCC)(=O)C. The product is [O:1]1[CH:6]=[CH:5][CH:3]=[C:2]1[C:8]1[CH:9]=[C:10]([CH:13]=[CH:14][C:15]=1[N:16]1[CH2:21][CH2:20][O:19][CH2:18][CH2:17]1)[CH:11]=[O:12]. The yield is 0.840. (2) The reactants are [Cl:1][C:2]1[CH:7]=[C:6]([N:8]=[C:9]=[S:10])[CH:5]=[C:4]([C:11]([F:14])([F:13])[F:12])[C:3]=1[C:15]1[CH:20]=[CH:19][C:18]([O:21][CH2:22][CH:23]2[CH2:26][N:25]([C:27]([O:29][C:30]([CH3:33])([CH3:32])[CH3:31])=[O:28])[CH2:24]2)=[CH:17][CH:16]=1.[N:34]#[C:35][NH2:36].[Na].[CH3:38]O.CI. The catalyst is C(COC)OC. The product is [Cl:1][C:2]1[CH:7]=[C:6]([N:8]([NH:34][C:35]#[N:36])[CH2:9][S:10][CH3:38])[CH:5]=[C:4]([C:11]([F:13])([F:14])[F:12])[C:3]=1[C:15]1[CH:16]=[CH:17][C:18]([O:21][CH2:22][CH:23]2[CH2:24][N:25]([C:27]([O:29][C:30]([CH3:33])([CH3:32])[CH3:31])=[O:28])[CH2:26]2)=[CH:19][CH:20]=1. The yield is 0.480. (3) The reactants are Cl.[CH3:2][NH:3][C@@H:4]([CH2:8][C:9]1[CH:14]=[CH:13][CH:12]=[CH:11][CH:10]=1)[CH2:5][C:6]#[N:7].[C:15](Cl)(=[O:22])[C:16]1[CH:21]=[CH:20][CH:19]=[CH:18][CH:17]=1.C(=O)([O-])[O-].[K+].[K+].CCOC(C)=O. The catalyst is C(Cl)Cl. The product is [CH2:8]([C@H:4]([N:3]([CH3:2])[C:15](=[O:22])[C:16]1[CH:21]=[CH:20][CH:19]=[CH:18][CH:17]=1)[CH2:5][C:6]#[N:7])[C:9]1[CH:14]=[CH:13][CH:12]=[CH:11][CH:10]=1. The yield is 0.920. (4) The reactants are [C:1](#[N:13])[CH2:2][C:3]1[CH:12]=[CH:11][C:8]([O:9][CH3:10])=[C:5]([O:6][CH3:7])[CH:4]=1.C[O-].[Na+].[CH:17](OCC)=[O:18]. The catalyst is CCOCC. The product is [CH3:7][O:6][C:5]1[CH:4]=[C:3]([CH:2]([CH:17]=[O:18])[C:1]#[N:13])[CH:12]=[CH:11][C:8]=1[O:9][CH3:10]. The yield is 0.930. (5) The reactants are C([N:8]1[CH2:12][CH2:11][CH:10]([C@@H:13]2[CH2:15][C@@H:14]2[C:16]([O:18][C:19]([CH3:22])([CH3:21])[CH3:20])=[O:17])[CH2:9]1)C1C=CC=CC=1.Cl[C:24]([O:26][CH2:27][C:28]1[CH:33]=[CH:32][CH:31]=[CH:30][CH:29]=1)=[O:25]. The catalyst is ClCCl. The product is [CH2:27]([O:26][C:24]([N:8]1[CH2:12][CH2:11][CH:10]([C@@H:13]2[CH2:15][C@@H:14]2[C:16]([O:18][C:19]([CH3:22])([CH3:21])[CH3:20])=[O:17])[CH2:9]1)=[O:25])[C:28]1[CH:33]=[CH:32][CH:31]=[CH:30][CH:29]=1. The yield is 0.648. (6) The reactants are [CH2:1](Br)[CH:2]([CH3:4])[CH3:3].[CH3:6][O:7][C:8]1[CH:13]=[CH:12][C:11]([S:14]([NH:17][C:18]2[CH:23]=[CH:22][C:21]([O:24][CH3:25])=[CH:20][CH:19]=2)(=[O:16])=[O:15])=[CH:10][CH:9]=1. No catalyst specified. The product is [CH2:1]([N:17]([C:18]1[CH:23]=[CH:22][C:21]([O:24][CH3:25])=[CH:20][CH:19]=1)[S:14]([C:11]1[CH:12]=[CH:13][C:8]([O:7][CH3:6])=[CH:9][CH:10]=1)(=[O:16])=[O:15])[CH:2]([CH3:4])[CH3:3]. The yield is 0.980. (7) The reactants are I[C:2]1[CH:3]=[C:4]([N:8]2[C:16]3[C:11](=[CH:12][CH:13]=[CH:14][CH:15]=3)[C:10]([C:17]([NH2:19])=[O:18])=[N:9]2)[CH:5]=[CH:6][CH:7]=1.[S:20]1[CH:24]=[CH:23][N:22]=[C:21]1[C@@:25]([OH:29])([C:27]#[CH:28])[CH3:26]. No catalyst specified. The product is [OH:29][C@@:25]([C:21]1[S:20][CH:24]=[CH:23][N:22]=1)([CH3:26])[C:27]#[C:28][C:2]1[CH:3]=[C:4]([N:8]2[C:16]3[C:11](=[CH:12][CH:13]=[CH:14][CH:15]=3)[C:10]([C:17]([NH2:19])=[O:18])=[N:9]2)[CH:5]=[CH:6][CH:7]=1. The yield is 0.520.